This data is from Forward reaction prediction with 1.9M reactions from USPTO patents (1976-2016). The task is: Predict the product of the given reaction. Given the reactants [CH3:1][C:2]1([CH3:12])[C:10]2[C:5](=[CH:6][CH:7]=[CH:8][CH:9]=2)[CH:4](O)[CH2:3]1.[NH:13]1[CH:17]=[CH:16][N:15]=[CH:14]1.C(P(C(C)(C)C)C(C)(C)C)(C)(C)C.CN(C)C(N=NC(N(C)C)=O)=O, predict the reaction product. The product is: [CH3:1][C:2]1([CH3:12])[C:10]2[C:5](=[CH:6][CH:7]=[CH:8][CH:9]=2)[CH:4]([N:13]2[CH:17]=[CH:16][N:15]=[CH:14]2)[CH2:3]1.